This data is from Reaction yield outcomes from USPTO patents with 853,638 reactions. The task is: Predict the reaction yield, written as a fraction of the theoretical maximum amount of product (1.0 means a 100% yield; for example, 0.34 means a 34% yield). (1) The reactants are [CH2:1]([O:8][C:9]1[C:10]([CH3:17])=[C:11]([CH2:15][OH:16])[CH:12]=[CH:13][CH:14]=1)[C:2]1[CH:7]=[CH:6][CH:5]=[CH:4][CH:3]=1.CC(OI1(OC(C)=O)(OC(C)=O)OC(=O)C2C=CC=CC1=2)=O. The catalyst is O1CCCC1. The product is [CH2:1]([O:8][C:9]1[C:10]([CH3:17])=[C:11]([CH:12]=[CH:13][CH:14]=1)[CH:15]=[O:16])[C:2]1[CH:3]=[CH:4][CH:5]=[CH:6][CH:7]=1. The yield is 0.840. (2) The reactants are [Br:1][C:2]1[CH:3]=[C:4]2[C:10]3([CH2:14][CH2:13][N:12]([C:15]([O:17][C:18]([CH3:21])([CH3:20])[CH3:19])=[O:16])[CH2:11]3)[CH2:9][NH:8][C:5]2=[CH:6][CH:7]=1.[Cl:22][C:23]1[S:27][C:26]([NH:28][C:29](=O)[O:30]C2C=CC([N+]([O-])=O)=CC=2)=[N:25][CH:24]=1.C(N(CC)CC)C. The catalyst is CN(C=O)C.O. The product is [Br:1][C:2]1[CH:3]=[C:4]2[C:10]3([CH2:14][CH2:13][N:12]([C:15]([O:17][C:18]([CH3:21])([CH3:20])[CH3:19])=[O:16])[CH2:11]3)[CH2:9][N:8]([C:29](=[O:30])[NH:28][C:26]3[S:27][C:23]([Cl:22])=[CH:24][N:25]=3)[C:5]2=[CH:6][CH:7]=1. The yield is 0.640. (3) The reactants are [CH2:1]([N:8]([CH2:13][C:14]1[C:15](Cl)=[N:16][C:17](Cl)=[CH:18][CH:19]=1)[CH2:9][CH2:10][CH:11]=[CH2:12])[C:2]1[CH:7]=[CH:6][CH:5]=[CH:4][CH:3]=1.C(=O)([O-])[O-].[K+].[K+].CC1C=CC=CC=1P(C1C=CC=CC=1C)C1C=CC=CC=1C.CC(C)([O-])C.[Na+].[NH:56]1[CH2:61][CH2:60][O:59][CH2:58][CH2:57]1.CC(C1C=C(C(C)C)C(C2C=CC=CC=2P(C2CCCCC2)C2CCCCC2)=C(C(C)C)C=1)C. The catalyst is CN(C=O)C.C([O-])(=O)C.[Pd+2].C([O-])(=O)C.C1C=CC(/C=C/C(/C=C/C2C=CC=CC=2)=O)=CC=1.C1C=CC(/C=C/C(/C=C/C2C=CC=CC=2)=O)=CC=1.C1C=CC(/C=C/C(/C=C/C2C=CC=CC=2)=O)=CC=1.[Pd].[Pd].C1(C)C=CC=CC=1. The product is [CH2:1]([N:8]1[CH2:9]/[C:10](=[CH:11]\[CH3:12])/[C:15]2[N:16]=[C:17]([N:56]3[CH2:61][CH2:60][O:59][CH2:58][CH2:57]3)[CH:18]=[CH:19][C:14]=2[CH2:13]1)[C:2]1[CH:7]=[CH:6][CH:5]=[CH:4][CH:3]=1. The yield is 0.290.